Dataset: Forward reaction prediction with 1.9M reactions from USPTO patents (1976-2016). Task: Predict the product of the given reaction. (1) Given the reactants [N:1]([CH2:4][C:5]([O:7][CH2:8][CH3:9])=[O:6])=[C:2]=[S:3].Cl.[O-:11][Mn](=O)(=O)=O.[K+].[CH2:17]([N:19]=[C:20]=[O:21])[CH3:18], predict the reaction product. The product is: [CH2:8]([O:7][C:5]([CH2:4][N:1]1[C:2](=[O:11])[S:3][N:19]([CH2:17][CH3:18])[C:20]1=[O:21])=[O:6])[CH3:9]. (2) The product is: [F:24][C:25]1([F:33])[CH2:30][CH2:29][CH:28]([CH2:31][NH:32][CH2:6][CH2:7][N:8]2[CH:12]=[C:11]([C:13]3[CH:18]=[C:17]([C:19]([OH:21])=[O:20])[CH:16]=[CH:15][N:14]=3)[N:10]=[CH:9]2)[CH2:27][CH2:26]1. Given the reactants CS(O[CH2:6][CH2:7][N:8]1[CH:12]=[C:11]([C:13]2[CH:18]=[C:17]([C:19]([O:21]C)=[O:20])[CH:16]=[CH:15][N:14]=2)[N:10]=[CH:9]1)(=O)=O.Cl.[F:24][C:25]1([F:33])[CH2:30][CH2:29][CH:28]([CH2:31][NH2:32])[CH2:27][CH2:26]1, predict the reaction product. (3) Given the reactants [CH3:1][C:2]1[N:3]=[C:4]([NH:7][C:8]2[CH:13]=[C:12]([O:14][C:15]3[CH:20]=[CH:19][CH:18]=[CH:17][C:16]=3O)[CH:11]=[CH:10][N:9]=2)[S:5][CH:6]=1.[C:22](=[O:25])([O-])[O-].[K+].[K+].BrC[C:30]1[CH:35]=[CH:34][CH:33]=[CH:32][CH:31]=1.Cl, predict the reaction product. The product is: [CH2:22]([O:25][C:17]1[CH:16]=[C:15]([CH:20]=[CH:19][CH:18]=1)[O:14][C:12]1[CH:11]=[CH:10][N:9]=[C:8]([NH:7][C:4]2[S:5][CH:6]=[C:2]([CH3:1])[N:3]=2)[CH:13]=1)[C:30]1[CH:35]=[CH:34][CH:33]=[CH:32][CH:31]=1. (4) The product is: [F:32][C:33]1[CH:41]=[CH:40][CH:39]=[C:38]([F:42])[C:34]=1[C:35]([N:16]([CH2:17][C:18]([O:20][CH3:21])=[O:19])[C:14]([N:13]([C:3]1[CH:4]=[CH:5][C:6]([S:8][C:9]([F:11])([F:12])[F:10])=[CH:7][C:2]=1[F:1])[CH3:22])=[O:15])=[O:36]. Given the reactants [F:1][C:2]1[CH:7]=[C:6]([S:8][C:9]([F:12])([F:11])[F:10])[CH:5]=[CH:4][C:3]=1[N:13]([CH3:22])[C:14]([NH:16][CH2:17][C:18]([O:20][CH3:21])=[O:19])=[O:15].C(N(C(C)C)CC)(C)C.[F:32][C:33]1[CH:41]=[CH:40][CH:39]=[C:38]([F:42])[C:34]=1[C:35](Cl)=[O:36].C(OC)(C)(C)C, predict the reaction product. (5) Given the reactants [CH2:1]([CH:4]1[CH2:8][CH2:7][CH2:6][CH2:5]1)[C:2]#[CH:3].[Li]CCCC.C1(O[C:21]#[N:22])C=CC=CC=1, predict the reaction product. The product is: [CH:4]1([CH2:1][C:2]#[C:3][C:21]#[N:22])[CH2:8][CH2:7][CH2:6][CH2:5]1. (6) Given the reactants [I:1][C:2]1[CH:9]=[CH:8][C:5]([C:6]#[N:7])=[CH:4][CH:3]=1.[CH2:10](Br)[CH3:11].[Mg].B(F)(F)F.CCOCC.Cl.[OH-].[Na+], predict the reaction product. The product is: [I:1][C:2]1[CH:9]=[CH:8][C:5]([C:6]2([NH2:7])[CH2:11][CH2:10]2)=[CH:4][CH:3]=1. (7) Given the reactants C1C2C(=CC=CC=2)[C@H](N)[C@@H]1O.[NH2:12][C:13]1[CH:14]=[CH:15][CH:16]=[C:17]2[C:22]=1[CH2:21][C:20](=[O:23])[CH2:19][CH2:18]2.[OH-].[K+], predict the reaction product. The product is: [NH2:12][C:13]1[CH:14]=[CH:15][CH:16]=[C:17]2[C:22]=1[CH2:21][C@H:20]([OH:23])[CH2:19][CH2:18]2. (8) Given the reactants Cl[C:2]([C:4]1[C:5]([C:10]([O:12][CH:13]([CH3:15])[CH3:14])=[O:11])=[N:6][CH:7]=[CH:8][CH:9]=1)=[O:3].Cl.C[O:18][C:19](=[O:22])[CH2:20][NH2:21].[CH:23](N(C(C)C)CC)(C)C, predict the reaction product. The product is: [CH3:23][N:21]([C:2]([C:4]1[C:5]([C:10]([O:12][CH:13]([CH3:15])[CH3:14])=[O:11])=[N:6][CH:7]=[CH:8][CH:9]=1)=[O:3])[CH2:20][C:19]([OH:18])=[O:22].